From a dataset of Forward reaction prediction with 1.9M reactions from USPTO patents (1976-2016). Predict the product of the given reaction. (1) The product is: [CH:16]1([CH2:22][N:23]2[C:27]3[CH:28]=[CH:29][C:30]([C:32]([N:3]4[CH2:4][CH2:5][CH2:6][O:2]4)=[O:33])=[CH:31][C:26]=3[N:25]=[C:24]2[C:35]([CH3:38])([CH3:39])[CH2:36][CH3:37])[CH2:17][CH2:18][CH2:19][CH2:20][CH2:21]1. Given the reactants Cl.[O:2]1[CH2:6][CH2:5][CH2:4][NH:3]1.C(N(C(C)C)CC)(C)C.[CH:16]1([CH2:22][N:23]2[C:27]3[CH:28]=[CH:29][C:30]([C:32](O)=[O:33])=[CH:31][C:26]=3[N:25]=[C:24]2[C:35]([CH3:39])([CH3:38])[CH2:36][CH3:37])[CH2:21][CH2:20][CH2:19][CH2:18][CH2:17]1.CN(C(ON1N=NC2C=CC=NC1=2)=[N+](C)C)C.F[P-](F)(F)(F)(F)F, predict the reaction product. (2) The product is: [Cl:60][C:61]1[CH:62]=[C:63]([NH:68][CH:17]2[CH2:18][CH2:19][CH2:20][N:15]([CH:13]3[CH2:12][O:11][CH2:10][CH2:9][N:8]([C:6]([O:5][C:1]([CH3:4])([CH3:2])[CH3:3])=[O:7])[CH2:14]3)[C:16]2=[O:21])[CH:64]=[C:65]([F:67])[CH:66]=1. Given the reactants [C:1]([O:5][C:6]([N:8]1[CH2:14][CH:13]([N:15]2[CH2:20][CH2:19][CH2:18][CH2:17][C:16]2=[O:21])[CH2:12][O:11][CH2:10][CH2:9]1)=[O:7])([CH3:4])([CH3:3])[CH3:2].[Li+].CC([N-]C(C)C)C.CCCCCCC.C1COCC1.C(C1C=CC=CC=1)C.C1(S(Cl)(=O)=O)C=CC=CC=1.[Cl:60][C:61]1[CH:62]=[C:63]([NH2:68])[CH:64]=[C:65]([F:67])[CH:66]=1.[H-].[Na+], predict the reaction product. (3) Given the reactants Br[C:2]1[CH:7]=[CH:6][C:5]([S:8]([NH:11][C:12]([CH3:15])([CH3:14])[CH3:13])(=[O:10])=[O:9])=[CH:4][C:3]=1[CH3:16].[CH3:17][N:18](C=O)C, predict the reaction product. The product is: [C:12]([NH:11][S:8]([C:5]1[CH:6]=[CH:7][C:2]([C:17]#[N:18])=[C:3]([CH3:16])[CH:4]=1)(=[O:10])=[O:9])([CH3:15])([CH3:14])[CH3:13]. (4) Given the reactants [ClH:1].[N:2]12[CH2:9][CH2:8][CH:5]([CH2:6][CH2:7]1)[CH:4]([CH2:10][C:11](OC1C(F)=C(F)C(F)=C(F)C=1F)=O)[CH2:3]2.[Br:25][C:26]1[CH:35]=[CH:34][C:29]2[CH:30]=[C:31]([NH2:33])[S:32][C:28]=2[CH:27]=1.C(=O)([O-])[O-:37].Cl, predict the reaction product. The product is: [ClH:1].[CH:4]12[CH2:5][CH2:8][CH:9]([CH2:11][CH2:10]1)[N:2]([CH2:7][C:6]([NH:33][C:31]1[S:32][C:28]3[CH:27]=[C:26]([Br:25])[CH:35]=[CH:34][C:29]=3[CH:30]=1)=[O:37])[CH2:3]2. (5) Given the reactants Cl.[CH2:2]([NH:9][OH:10])[C:3]1[CH:8]=[CH:7][CH:6]=[CH:5][CH:4]=1.[N:11]1([C:16]2[CH:23]=[CH:22][CH:21]=[CH:20][C:17]=2[CH:18]=O)[CH:15]=[CH:14][N:13]=[CH:12]1, predict the reaction product. The product is: [CH2:2]([N+:9]([O-:10])=[CH:18][C:17]1[CH:20]=[CH:21][CH:22]=[CH:23][C:16]=1[N:11]1[CH:15]=[CH:14][N:13]=[CH:12]1)[C:3]1[CH:8]=[CH:7][CH:6]=[CH:5][CH:4]=1.